This data is from Full USPTO retrosynthesis dataset with 1.9M reactions from patents (1976-2016). The task is: Predict the reactants needed to synthesize the given product. (1) Given the product [Cl:1][C:2]1[CH:7]=[CH:6][C:5]([O:8][CH3:9])=[CH:4][N+:3]=1[O-:18], predict the reactants needed to synthesize it. The reactants are: [Cl:1][C:2]1[CH:7]=[CH:6][C:5]([O:8][CH3:9])=[CH:4][N:3]=1.C1C=C(Cl)C=C(C(OO)=[O:18])C=1. (2) Given the product [Br:11][C:12]1[CH:17]=[CH:16][C:15]([C:18]2[O:22][C:21]([Cl:25])=[N:20][C:19]=2[CH3:23])=[CH:14][C:13]=1[F:24], predict the reactants needed to synthesize it. The reactants are: [Li+].C[Si]([N-][Si](C)(C)C)(C)C.[Br:11][C:12]1[CH:17]=[CH:16][C:15]([C:18]2[O:22][CH:21]=[N:20][C:19]=2[CH3:23])=[CH:14][C:13]=1[F:24].[Cl:25]C(Cl)(Cl)C(Cl)(Cl)Cl. (3) Given the product [C:13]([C:2]1[CH:7]=[CH:6][C:5]([S:8]([NH2:11])(=[O:10])=[O:9])=[C:4]([Cl:12])[CH:3]=1)(=[O:15])[CH3:14], predict the reactants needed to synthesize it. The reactants are: Br[C:2]1[CH:7]=[CH:6][C:5]([S:8]([NH2:11])(=[O:10])=[O:9])=[C:4]([Cl:12])[CH:3]=1.[CH2:13]([O:15]C=C[Sn](CCCC)(CCCC)CCCC)[CH3:14].Cl.C([O-])(O)=O.[Na+]. (4) Given the product [NH2:1][C:2]1[C:7]([NH2:8])=[C:6]([C:11]2[S:12][CH:13]=[CH:14][CH:15]=2)[CH:5]=[CH:4][N:3]=1, predict the reactants needed to synthesize it. The reactants are: [NH2:1][C:2]1[C:7]([N+:8]([O-])=O)=[C:6]([C:11]2[S:12][CH:13]=[CH:14][CH:15]=2)[CH:5]=[CH:4][N:3]=1.[Cl-].[NH4+]. (5) Given the product [ClH:62].[F:37][C:24]1([F:36])[C:23]2[C:28](=[C:19]([CH2:18][N:14]3[C:13]4[CH:38]=[C:39]([F:40])[C:10]([S:7]([NH:6][C:41]5[CH:46]=[CH:45][CH:44]=[C:43]([F:47])[N:42]=5)(=[O:8])=[O:9])=[CH:11][C:12]=4[O:16][C:15]3=[O:17])[CH:20]=[CH:21][CH:22]=2)[CH2:27][NH:26][CH2:25]1, predict the reactants needed to synthesize it. The reactants are: COC1C=C(OC)C=CC=1C[N:6]([C:41]1[CH:46]=[CH:45][CH:44]=[C:43]([F:47])[N:42]=1)[S:7]([C:10]1[C:39]([F:40])=[CH:38][C:13]2[N:14]([CH2:18][C:19]3[CH:20]=[CH:21][CH:22]=[C:23]4[C:28]=3[CH2:27][N:26](C(OC(C)(C)C)=O)[CH2:25][C:24]4([F:37])[F:36])[C:15](=[O:17])[O:16][C:12]=2[CH:11]=1)(=[O:9])=[O:8].C(O)(C(F)(F)F)=O.C(Cl)[Cl:62]. (6) Given the product [F:1][C:2]1[CH:7]=[CH:6][C:5]([C:8]2[C:9]3[C:10](=[N:27][N:28]([CH2:33][C:34]4[CH:39]=[CH:38][C:37]([S:40][CH3:41])=[CH:36][CH:35]=4)[CH:29]=3)[N:11]=[C:12]([C:20]3[CH:25]=[CH:24][C:23]([F:26])=[CH:22][CH:21]=3)[C:13]=2[C:14]2[CH:15]=[CH:16][N:17]=[CH:18][CH:19]=2)=[CH:4][CH:3]=1.[F:1][C:2]1[CH:7]=[CH:6][C:5]([C:8]2[C:13]([C:14]3[CH:15]=[CH:16][N:17]=[CH:18][CH:19]=3)=[C:12]([C:20]3[CH:25]=[CH:24][C:23]([F:26])=[CH:22][CH:21]=3)[N:11]=[C:10]3[N:27]([CH2:33][C:34]4[CH:39]=[CH:38][C:37]([S:40][CH3:41])=[CH:36][CH:35]=4)[N:28]=[CH:29][C:9]=23)=[CH:4][CH:3]=1, predict the reactants needed to synthesize it. The reactants are: [F:1][C:2]1[CH:7]=[CH:6][C:5]([C:8]2[C:13]([C:14]3[CH:19]=[CH:18][N:17]=[CH:16][CH:15]=3)=[C:12]([C:20]3[CH:25]=[CH:24][C:23]([F:26])=[CH:22][CH:21]=3)[N:11]=[C:10]3[NH:27][N:28]=[CH:29][C:9]=23)=[CH:4][CH:3]=1.[OH-].[K+].Cl[CH2:33][C:34]1[CH:39]=[CH:38][C:37]([S:40][CH3:41])=[CH:36][CH:35]=1. (7) Given the product [CH2:37]([C:29]1[N:28]([C:17]2[N:16]=[C:15]3[C:20]([N:21]=[C:13]([C:10]4([OH:12])[CH2:11][NH:8][CH2:9]4)[N:14]3[CH3:39])=[C:19]([N:22]3[CH2:27][CH2:26][O:25][CH2:24][CH2:23]3)[N:18]=2)[C:32]2[CH:33]=[CH:34][CH:35]=[CH:36][C:31]=2[N:30]=1)[CH3:38], predict the reactants needed to synthesize it. The reactants are: C(OC([N:8]1[CH2:11][C:10]([C:13]2[N:14]([CH3:39])[C:15]3[C:20]([N:21]=2)=[C:19]([N:22]2[CH2:27][CH2:26][O:25][CH2:24][CH2:23]2)[N:18]=[C:17]([N:28]2[C:32]4[CH:33]=[CH:34][CH:35]=[CH:36][C:31]=4[N:30]=[C:29]2[CH2:37][CH3:38])[N:16]=3)([OH:12])[CH2:9]1)=O)(C)(C)C.C(O)(C(F)(F)F)=O. (8) Given the product [NH2:1][C:2]1[N:3]=[C:4]([C:12]([O:14][CH2:15][CH3:16])=[O:13])[N:5]=[C:6]([C:7]([O:9][CH2:10][CH3:11])=[O:8])[CH:17]=1, predict the reactants needed to synthesize it. The reactants are: [N:1]1[C:6]([C:7]([O:9][CH2:10][CH3:11])=[O:8])=[N:5][C:4]([C:12]([O:14][CH2:15][CH3:16])=[O:13])=[N:3][C:2]=1[C:17](OCC)=O.[Cl-].NC(=[NH2+])C. (9) Given the product [Br:8][C:4]1[N:3]=[C:2]([NH:18][CH2:17][C:14]2[CH:15]=[CH:16][C:11]([O:10][CH3:9])=[CH:12][CH:13]=2)[CH:7]=[N:6][CH:5]=1, predict the reactants needed to synthesize it. The reactants are: Br[C:2]1[CH:7]=[N:6][CH:5]=[C:4]([Br:8])[N:3]=1.[CH3:9][O:10][C:11]1[CH:16]=[CH:15][C:14]([CH2:17][NH2:18])=[CH:13][CH:12]=1.CN1CCOCC1.O.